From a dataset of Catalyst prediction with 721,799 reactions and 888 catalyst types from USPTO. Predict which catalyst facilitates the given reaction. (1) Reactant: Cl[C:2]1[C:3](=[O:14])[C:4]2[C:9]([C:10](=[O:13])[C:11]=1[Cl:12])=[CH:8][CH:7]=[CH:6][CH:5]=2.[CH:15]1[C:20]([NH2:21])=[CH:19][CH:18]=[C:17]([OH:22])[CH:16]=1. Product: [Cl:12][C:11]1[C:10](=[O:13])[C:9]2[C:4]([C:3](=[O:14])[C:2]=1[NH:21][C:20]1[CH:15]=[CH:16][C:17]([OH:22])=[CH:18][CH:19]=1)=[CH:5][CH:6]=[CH:7][CH:8]=2. The catalyst class is: 8. (2) Reactant: [CH:1]12[CH2:9][CH:5]([O:6][C:7]1=[O:8])[CH2:4][CH2:3][CH2:2]2.[OH2:10].[OH-].[Cs+:12]. Product: [Cs+:12].[OH:6][C@@H:5]1[CH2:4][CH2:3][CH2:2][C@H:1]([C:7]([O-:10])=[O:8])[CH2:9]1. The catalyst class is: 6.